Dataset: Full USPTO retrosynthesis dataset with 1.9M reactions from patents (1976-2016). Task: Predict the reactants needed to synthesize the given product. (1) Given the product [C:9]1([C:6]2[CH:7]=[CH:8][N:4]([CH2:3][C:19]([CH2:18][CH2:17][C:16]([F:15])([F:24])[F:25])([C:20]#[N:21])[C:22]#[N:23])[N:5]=2)[CH:14]=[CH:13][CH:12]=[CH:11][CH:10]=1, predict the reactants needed to synthesize it. The reactants are: Cl.Cl[CH2:3][N:4]1[CH:8]=[CH:7][C:6]([C:9]2[CH:14]=[CH:13][CH:12]=[CH:11][CH:10]=2)=[N:5]1.[F:15][C:16]([F:25])([F:24])[CH2:17][CH2:18][CH:19]([C:22]#[N:23])[C:20]#[N:21].C(=O)([O-])[O-].[K+].[K+].O. (2) Given the product [CH2:1]([NH:3][C:4]1[CH:9]=[C:8]([N:14]2[CH2:19][CH2:18][NH:17][CH2:16][CH2:15]2)[CH:7]=[CH:6][C:5]=1[N+:11]([O-:13])=[O:12])[CH3:2], predict the reactants needed to synthesize it. The reactants are: [CH2:1]([NH:3][C:4]1[CH:9]=[C:8](F)[CH:7]=[CH:6][C:5]=1[N+:11]([O-:13])=[O:12])[CH3:2].[NH:14]1[CH2:19][CH2:18][NH:17][CH2:16][CH2:15]1.C([O-])([O-])=O.[K+].[K+]. (3) Given the product [CH2:12]([C:3]1([C:7]([O:9][CH2:10][CH3:11])=[O:8])[CH2:4][CH2:5][CH2:6][CH:2]1[O:1][C:23](=[O:24])[C:22]1[CH:26]=[CH:27][C:19]([CH3:18])=[CH:20][CH:21]=1)[CH2:13][CH3:14], predict the reactants needed to synthesize it. The reactants are: [OH:1][CH:2]1[CH2:6][CH2:5][CH2:4][C:3]1([CH2:12][CH2:13][CH3:14])[C:7]([O:9][CH2:10][CH3:11])=[O:8].C(Cl)Cl.[CH3:18][C:19]1[CH:27]=[CH:26][C:22]([C:23](Cl)=[O:24])=[CH:21][CH:20]=1. (4) The reactants are: C1(P(C2C=CC=CC=2)C2C=CC=CC=2)C=CC=CC=1.[I:20]I.O[CH2:23][C:24]#[C:25][CH2:26][O:27][CH2:28][C:29]#[N:30].N1C=CN=C1. Given the product [I:20][CH2:23][C:24]#[C:25][CH2:26][O:27][CH2:28][C:29]#[N:30], predict the reactants needed to synthesize it. (5) Given the product [CH:16]1([N:15]([CH2:13][CH3:14])[C:10](=[O:12])[CH2:9][S:8][C:5]2[CH:4]=[CH:3][C:2]([F:1])=[CH:7][CH:6]=2)[CH2:21][CH2:20][CH2:19][CH2:18][CH2:17]1, predict the reactants needed to synthesize it. The reactants are: [F:1][C:2]1[CH:7]=[CH:6][C:5]([S:8][CH2:9][C:10]([OH:12])=O)=[CH:4][CH:3]=1.[CH2:13]([NH:15][CH:16]1[CH2:21][CH2:20][CH2:19][CH2:18][CH2:17]1)[CH3:14].O.ON1C2C=CC=CC=2N=N1.Cl.CN(C)CCCN=C=NCC.Cl. (6) Given the product [F:33][C:34]1[CH:35]=[CH:36][C:37]([CH:40]([C:50]2[CH:51]=[CH:52][C:53]([F:56])=[CH:54][CH:55]=2)[S:41][CH2:42][CH2:43][N:44]2[CH2:49][CH2:48][N:47]([CH2:23][CH:24]([OH:32])[CH2:25][C:26]3[CH:31]=[CH:30][CH:29]=[CH:28][CH:27]=3)[CH2:46][CH2:45]2)=[CH:38][CH:39]=1, predict the reactants needed to synthesize it. The reactants are: C(SCCN1CCN([CH2:23][CH:24]([OH:32])[CH2:25][C:26]2[CH:31]=[CH:30][CH:29]=[CH:28][CH:27]=2)CC1)(C1C=CC=CC=1)C1C=CC=CC=1.[F:33][C:34]1[CH:39]=[CH:38][C:37]([CH:40]([C:50]2[CH:55]=[CH:54][C:53]([F:56])=[CH:52][CH:51]=2)[S:41][CH2:42][CH2:43][N:44]2[CH2:49][CH2:48][NH:47][CH2:46][CH2:45]2)=[CH:36][CH:35]=1.